Dataset: Reaction yield outcomes from USPTO patents with 853,638 reactions. Task: Predict the reaction yield, written as a fraction of the theoretical maximum amount of product (1.0 means a 100% yield; for example, 0.34 means a 34% yield). (1) The reactants are [Br:1][C:2]1[CH:9]=[CH:8][C:5]([CH:6]=O)=[C:4]([F:10])[CH:3]=1.[NH:11]1[CH2:16][CH2:15][CH2:14][CH2:13][CH2:12]1.C(O[BH-](OC(=O)C)OC(=O)C)(=O)C.[Na+]. The catalyst is C(Cl)Cl. The product is [Br:1][C:2]1[CH:9]=[CH:8][C:5]([CH2:6][N:11]2[CH2:16][CH2:15][CH2:14][CH2:13][CH2:12]2)=[C:4]([F:10])[CH:3]=1. The yield is 0.840. (2) The reactants are [CH2:1]([C:4]1([S:7]([NH:10][C:11]2[CH:16]=[CH:15][C:14](=[O:17])[N:13]([CH3:18])[C:12]=2[N:19]([C:27]2[CH:32]=[CH:31][C:30]([I:33])=[CH:29][C:28]=2[F:34])[C:20](=[O:26])[O:21][C:22]([CH3:25])([CH3:24])[CH3:23])(=[O:9])=[O:8])[CH2:6][CH2:5]1)[CH:2]=[CH2:3].[OH2:35].C[N+]1([O-])CC[O:40]CC1. The catalyst is CC(C)=O.O=[Os](=O)(=O)=O. The product is [OH:35][CH:2]([CH2:3][OH:40])[CH2:1][C:4]1([S:7]([NH:10][C:11]2[CH:16]=[CH:15][C:14](=[O:17])[N:13]([CH3:18])[C:12]=2[N:19]([C:27]2[CH:32]=[CH:31][C:30]([I:33])=[CH:29][C:28]=2[F:34])[C:20](=[O:26])[O:21][C:22]([CH3:25])([CH3:24])[CH3:23])(=[O:9])=[O:8])[CH2:5][CH2:6]1. The yield is 0.930. (3) The reactants are [CH2:1]([N:3]1[CH2:8][CH2:7][C@@H:6]([NH:9]C(=O)C2C=CC=CC=2)[C@@H:5]([F:18])[CH2:4]1)[CH3:2].[ClH:19]. No catalyst specified. The product is [ClH:19].[ClH:19].[CH2:1]([N:3]1[CH2:8][CH2:7][C@@H:6]([NH2:9])[C@@H:5]([F:18])[CH2:4]1)[CH3:2]. The yield is 0.850. (4) The reactants are ClC1C=CC=C(C(OO)=[O:9])C=1.[Cl:12][C:13]1[N:17]([CH3:18])[N:16]=[C:15]([CH:19]([F:21])[F:20])[C:14]=1[CH2:22][S:23][C:24]1[CH2:28][C:27]([CH3:30])([CH3:29])[O:26][N:25]=1.[OH2:31]. The catalyst is C(Cl)(Cl)Cl. The product is [Cl:12][C:13]1[N:17]([CH3:18])[N:16]=[C:15]([CH:19]([F:21])[F:20])[C:14]=1[CH2:22][S:23]([C:24]1[CH2:28][C:27]([CH3:30])([CH3:29])[O:26][N:25]=1)(=[O:9])=[O:31]. The yield is 0.859.